This data is from Forward reaction prediction with 1.9M reactions from USPTO patents (1976-2016). The task is: Predict the product of the given reaction. (1) The product is: [CH2:1]([N:7]1[CH:11]=[C:10]([C:12]([OH:14])=[O:13])[N:9]=[N:8]1)[CH2:2][CH2:3][CH2:4][C:5]#[CH:6]. Given the reactants [CH2:1]([N:7]1[CH:11]=[C:10]([C:12]([O:14]C)=[O:13])[N:9]=[N:8]1)[CH2:2][CH2:3][CH2:4][C:5]#[CH:6].O[Li].O, predict the reaction product. (2) Given the reactants [OH:1][CH:2]([C:18]1[CH:23]=[CH:22][N:21]=[CH:20][CH:19]=1)[CH:3]([CH2:7][C:8]1[CH:13]=[CH:12][C:11]([C:14]([F:17])([F:16])[F:15])=[CH:10][CH:9]=1)C(O)=O.C1(P(N=[N+]=[N-])(C2C=CC=CC=2)=O)C=CC=CC=1.C([N:43]([CH2:46]C)CC)C.[OH2:48], predict the reaction product. The product is: [N:21]1[CH:20]=[CH:19][C:18]([CH:2]2[O:1][C:46](=[O:48])[NH:43][CH:3]2[CH2:7][C:8]2[CH:9]=[CH:10][C:11]([C:14]([F:17])([F:15])[F:16])=[CH:12][CH:13]=2)=[CH:23][CH:22]=1. (3) Given the reactants [CH3:1][O:2][C:3](=[O:22])[CH2:4][C:5]1[C:6]2[CH:20]=[C:19]([CH3:21])[S:18][C:7]=2[N:8](C(OC(C)(C)C)=O)[C:9]=1[CH3:10], predict the reaction product. The product is: [CH3:21][C:19]1[S:18][C:7]2[NH:8][C:9]([CH3:10])=[C:5]([CH2:4][C:3]([O:2][CH3:1])=[O:22])[C:6]=2[CH:20]=1. (4) Given the reactants Cl.[CH3:2][CH:3]([N:5]1[CH2:10][CH2:9][N:8]([C:11]([C@H:13]2[CH2:17][CH2:16][N:15](C(OC(C)(C)C)=O)[CH2:14]2)=[O:12])[CH2:7][CH2:6]1)[CH3:4], predict the reaction product. The product is: [CH3:4][CH:3]([N:5]1[CH2:10][CH2:9][N:8]([C:11]([C@H:13]2[CH2:17][CH2:16][NH:15][CH2:14]2)=[O:12])[CH2:7][CH2:6]1)[CH3:2]. (5) The product is: [F:10][C:4]1[CH:3]=[C:2]([C:19]2[CH2:20][CH2:21][CH2:22][C:18]=2[C:23]([O:25][CH3:26])=[O:24])[CH:7]=[C:6]([F:8])[C:5]=1[OH:9]. Given the reactants Br[C:2]1[CH:7]=[C:6]([F:8])[C:5]([OH:9])=[C:4]([F:10])[CH:3]=1.C(N(CC)CC)C.[C:18]1([C:23]([O:25][CH3:26])=[O:24])[CH2:22][CH2:21][CH2:20][CH:19]=1.CC1C(P(C2C(C)=CC=CC=2)C2C(C)=CC=CC=2)=CC=CC=1, predict the reaction product. (6) Given the reactants S(Cl)(Cl)=O.[Br:5][CH2:6][CH2:7][CH2:8][N:9]1[C@@H:18]([C:19]2[CH:24]=[CH:23][CH:22]=[C:21]([O:25][CH3:26])[CH:20]=2)[C@@H:17]([C:27](O)=[O:28])[C:16]2[C:11](=[CH:12][C:13]([N+:30]([O-:32])=[O:31])=[CH:14][CH:15]=2)[C:10]1=[O:33].[Cl-].[Al+3].[Cl-].[Cl-], predict the reaction product. The product is: [Br:5][CH2:6][CH2:7][CH2:8][N:9]1[C:18]2[C:19]3[CH:20]=[C:21]([O:25][CH3:26])[CH:22]=[CH:23][C:24]=3[C:27](=[O:28])[C:17]=2[C:16]2[C:11](=[CH:12][C:13]([N+:30]([O-:32])=[O:31])=[CH:14][CH:15]=2)[C:10]1=[O:33]. (7) The product is: [NH2:15][C@@H:16]([CH2:21][C:22]1[CH:27]=[CH:26][C:25]([O:28][C:29]([NH:30][CH:31]([CH3:33])[CH3:32])=[O:34])=[CH:24][CH:23]=1)[C:17]([O:19][CH3:20])=[O:18]. Given the reactants FC(F)(F)C(O)=O.C(OC([NH:15][C@@H:16]([CH2:21][C:22]1[CH:27]=[CH:26][C:25]([O:28][C:29](=[O:34])[NH:30][CH:31]([CH3:33])[CH3:32])=[CH:24][CH:23]=1)[C:17]([O:19][CH3:20])=[O:18])=O)(C)(C)C, predict the reaction product. (8) The product is: [NH2:1][C:2](=[O:29])[C@@H:3]([NH:12][C:13]([C:15]1([NH:21][C:22](=[O:28])[O:23][C:24]([CH3:27])([CH3:26])[CH3:25])[CH2:20][CH2:19][O:18][CH2:17][CH2:16]1)=[O:14])[CH2:4][C:5]1[CH:10]=[CH:9][C:8]([C:43]2[CH:44]=[CH:45][C:40]([S:37]([N:34]3[CH2:35][CH2:36][N:31]([CH3:30])[CH2:32][CH2:33]3)(=[O:38])=[O:39])=[CH:41][CH:42]=2)=[CH:7][CH:6]=1. Given the reactants [NH2:1][C:2](=[O:29])[C@@H:3]([NH:12][C:13]([C:15]1([NH:21][C:22](=[O:28])[O:23][C:24]([CH3:27])([CH3:26])[CH3:25])[CH2:20][CH2:19][O:18][CH2:17][CH2:16]1)=[O:14])[CH2:4][C:5]1[CH:10]=[CH:9][C:8](I)=[CH:7][CH:6]=1.[CH3:30][N:31]1[CH2:36][CH2:35][N:34]([S:37]([C:40]2[CH:45]=[CH:44][C:43](B3OC(C)(C)C(C)(C)O3)=[CH:42][CH:41]=2)(=[O:39])=[O:38])[CH2:33][CH2:32]1.C(=O)([O-])[O-].[Na+].[Na+], predict the reaction product. (9) Given the reactants C(OC(=O)N(CC)C[C:9]1[CH:10]=[N:11][CH:12]=[C:13]([C:16]2[CH:17]=[C:18]3[C:22](=[CH:23][CH:24]=2)[N:21]([CH:25]2[CH2:30][CH2:29][CH2:28][CH2:27][O:26]2)[N:20]=[C:19]3[C:31]2[NH:35][C:34]3[CH2:36][CH2:37][CH2:38][CH2:39][C:33]=3[N:32]=2)[C:14]=1[CH3:15])(C)(C)C.[CH2:43]([O:45][CH2:46]C1C(C)=C(C2C=C3C(=CC=2)N([CH:43]2[CH2:44]CC[CH2:46][O:45]2)N=C3C=O)C=NC=1)[CH3:44].C1(=O)CCCCC1=O.C([O-])(=O)C.[NH4+], predict the reaction product. The product is: [CH2:43]([O:45][CH2:46][C:9]1[C:14]([CH3:15])=[C:13]([C:16]2[CH:17]=[C:18]3[C:22](=[CH:23][CH:24]=2)[N:21]([CH:25]2[CH2:30][CH2:29][CH2:28][CH2:27][O:26]2)[N:20]=[C:19]3[C:31]2[NH:32][C:33]3[CH2:39][CH2:38][CH2:37][CH2:36][C:34]=3[N:35]=2)[CH:12]=[N:11][CH:10]=1)[CH3:44]. (10) The product is: [NH:58]1[C:13]2[CH:12]=[CH:11][C:10]([C:25]3[S:29][C:28]([C:30]4[N:35]([CH2:36][C:37]5[CH:42]=[CH:41][C:40]([CH3:43])=[CH:39][C:38]=5[CH3:44])[C:34](=[O:45])[C:33]([C:46]#[N:47])=[C:32]([C:48]([F:51])([F:50])[F:49])[CH:31]=4)=[CH:27][CH:26]=3)=[CH:9][C:8]=2[N:7]=[CH:6]1. Given the reactants C(OC([C:6]1[NH:7][C:8]2[C:13](C=1)=[CH:12][CH:11]=[C:10](B1OC(C)(C)C(C)(C)O1)[CH:9]=2)=O)C.Br[C:25]1[S:29][C:28]([C:30]2[N:35]([CH2:36][C:37]3[CH:42]=[CH:41][C:40]([CH3:43])=[CH:39][C:38]=3[CH3:44])[C:34](=[O:45])[C:33]([C:46]#[N:47])=[C:32]([C:48]([F:51])([F:50])[F:49])[CH:31]=2)=[CH:27][CH:26]=1.C([O-])([O-])=O.[K+].[K+].[N:58]#N.C(O)(C(F)(F)F)=O, predict the reaction product.